From a dataset of Forward reaction prediction with 1.9M reactions from USPTO patents (1976-2016). Predict the product of the given reaction. Given the reactants [Cl:1][C:2]1[N:10]=[CH:9][C:8]([C:11]([F:14])([F:13])[F:12])=[CH:7][C:3]=1[C:4]([OH:6])=[O:5].[CH2:15](N(CC)CC)C.C(OCC)(=O)C.O, predict the reaction product. The product is: [Cl:1][C:2]1[N:10]=[CH:9][C:8]([C:11]([F:14])([F:12])[F:13])=[CH:7][C:3]=1[C:4]([O:6][CH3:15])=[O:5].